From a dataset of Full USPTO retrosynthesis dataset with 1.9M reactions from patents (1976-2016). Predict the reactants needed to synthesize the given product. Given the product [Cl:17][CH2:2][C:3]1[CH:12]=[CH:11][CH:10]=[C:9]2[C:4]=1[CH:5]=[CH:6][N:7]=[CH:8]2, predict the reactants needed to synthesize it. The reactants are: O[CH2:2][C:3]1[CH:12]=[CH:11][CH:10]=[C:9]2[C:4]=1[CH:5]=[CH:6][N:7]=[CH:8]2.CS([Cl:17])(=O)=O.C(N(CC)CC)C.